From a dataset of B-cell epitopes from IEDB database with 3,159 antigens for binding position prediction. Token-level Classification. Given an antigen amino acid sequence, predict which amino acid positions are active epitope sites capable of antibody binding. Output is a list of indices for active positions. (1) Given the antigen sequence: MHGDTPTLHEYMLDLQPETTDLYCYEQLNDSSEEEDEIDGPAGQAEPDRAHYNIVTFCCKCDSTLRLCVQSTHVDIRTLEDLLMGTLGIVCPICSQKP, which amino acid positions are active epitope sites? The epitope positions are: [61, 62, 63, 64, 65, 66, 67, 68, 69, 70, 71, 72, 73, 74, 75, 76]. The amino acids at these positions are: DSTLRLCVQSTHVDIR. (2) Given the antigen sequence: MREIVCVQAGQCGNQIGSKFWEVISDEHGVDPTGTYQGDSDLQLERINVYFDEATGGRYVPRAVLIDLEPGTMDSVRAGPYGQIFRPDNFIFGQSGAGNNWAQGHYTEGAELIDSVLDVCRKEAESCDCLQGFQICHSLGGGTGSGMGTLLISKLREEYPDRIMMTFSIIPSPKVSDTVVEPYNTTLSVHQLVENSDESMCIDNEALYDICFRTLKLTTPTFGDLNHLVSAVVSGVTCCLRFPGQLNSDLRKLAVNLVPFPRLHFFMMGFAPLTSRGSQQYRGLSVPELTQQMFDAKNMMQAADPRHGRYLTASALFRGRMSTKEVDEQMLNVQNKNSSYFIEWIPNNIKSSICDIPPKGLKMAVTFVGNNTCIQEMFRRVGEQFTAMFRRKAFLHWYTGEGMDEMEFTEAESNMNDLVSEYQQYQDATIEEEGEFDEEEQY, which amino acid positions are active epitope sites? The epitope positions are: [400, 401, 402, 403, 404, 405, 406, 407, 408, 409, 410, 411, 412, 413, 414]. The amino acids at these positions are: EGMDEMEFTEAESNM. (3) Given the antigen sequence: MLVTPLLLVTLLCALCSAVLYDSSSYVYYYQSAFRPPNGWHLHGGAYAVVNISSESNNAGSSSGCTVGTIHGGRVVNASSIAMTAPSSGMAWSSSQFCTAHCNFSDTTVFVTHCYKHGGCPITGMLQQHFIRVSAMKNGQLFYNLTVSVAKYPTFKSFQCVNNLTSVYLNGDLVYTSNETTDVTSAGVYFKAGGPITYKVMREVKALAYFVNGTAQDVILCDGSPRGLLACQYNTGNFSDGFYPFINSSLVKQKFIVYRENSVNTTFTLHYFSFHNETGANPNPSGVQNIQTYQTQTAQSGYYNFNFSFLSSFVYKESNFMYGSYHPSCNFRLETINNGLWFNSLSVSIAYGPLQGGCKQSVFSGRATCCYAYSYEGPLLCKGVYSGELDHNFECGLLVYVTKSGGSRIQTATEPPVITQHNYNNITLNTCVDYNIYGRTGQGFITNVTDSAVSYNYLADAGLAILDTSGSIDIFVVQGEYGLNYYKVNPCEDVNQQFVV..., which amino acid positions are active epitope sites? The epitope positions are: [231, 232, 233, 234, 235, 236, 237, 238, 239, 240, 241, 242, 243, 244, 245, 246]. The amino acids at these positions are: QYNTGNFSDGFYPFIN. (4) Given the antigen sequence: MDTIAARALTVMRACATLQEARIVLEANVMEILGIAINRYNGLTLRGVTMRPTSLAQRNEMFFMCLDMMLSAAGINVGPISPDYTQHMATIGVLATPEIPFTTEAANEIARVTGETSTWGPARQPYGFFLETEETYQPGRWFMRAAQAVTAVVCGPDMIQVSLNAGARGDVQQIFQGRNDPMMIYLVWRRIENFAMAQGNSQQTLAGVTVSVGGVDMRAGRIIAWDGQAALQIHNPTQQNAMVQIQVVFYISMDKTLNQYPALTAEIFNVYSFRDHTWHGLRTAILNRTTLPNMLPPIFPPNDRDSILTLLLLSTLADVYTVLRPEFAIHGVNPMSGPLTRATARAAYV, which amino acid positions are active epitope sites? The epitope positions are: [258, 259, 260, 261, 262, 263]. The amino acids at these positions are: QYPALT. (5) Given the antigen sequence: MLSRVAAVKAPRTHNRRRRMTGSSGGREGRESEQQRPSMSRRVFASAVLLLVVLTSCSSEATYGKEGNSRNGTIFEGGNSFSDAENKLLVQAFDSFRAPSLAYVNGVVVATVEAHYTNSTDNKSCVSLAARSMEIDGGEWTNGTAIVFDHYDVKIDRLLTPTTIVDEIDGATNALVGGYGTSTTPLTEVTDGKYWAPRMANGVVSYGTDDEKKKEFRWGIQSTTNLQGVLKDYSTNPKPFKQFLGGGGAGIRMEDESRYVLPIQALKDDGKVVSLVILAKKTSYGWEFSNDTSDEGCIQPAVLEWKEKKLIMMTSCDDGSRRVYGSSTMGNLWTEEYDTLSRVWGNSRTRVGHGVQGGFVSAMIDGQKVILVSRPVYSEKDKKETGRLHLWLTDMQRIYDVGPISAENENVSASTLLYATVEAQPFKEEGKKEEKKLYCSYEVAAAEDGKYNIAFVELTEKLEDMKKVLAAWKEKDAQIAKEYRCGNEKNNWSSECDEAL..., which amino acid positions are active epitope sites? The epitope positions are: [869, 870, 871, 872, 873, 874, 875, 876, 877, 878, 879, 880]. The amino acids at these positions are: TPQRKTTEDRPQ. (6) Given the antigen sequence: AYNMSIRRSMTESKPPTGTGASGSAGSGAGASGSAGSGDGAVASARNGANPGADAEGSSSTPATTTTTTTTTTTTTTNDAEASTSTSSENPNHNNAETNPKGNGKVQEPNQANKETQNNSNVQQDSQTKSNVPPTQDADTKSPTAQPEQAENSAPTAEQTESPELQSAPENKGTGQHGHMHG, which amino acid positions are active epitope sites? The epitope positions are: [174, 175, 176, 177, 178, 179, 180, 181]. The amino acids at these positions are: GQHGHMHG. (7) Given the antigen sequence: MNSLSIFFIVVATAAVCLLFIQGYSIYENYGNIKEFNATHAAFEYSKSIGGTPALDRRVQDVNDTISDVKQKWRCVVYPGNGFVSASIFGFQAEVGPNNTRSIRKFNTMQQCIDFTFSDVININIYNPCVVPNINNAECQFLKSVL, which amino acid positions are active epitope sites? The epitope positions are: [72, 73, 74, 75, 76, 77, 78, 79, 80, 81, 82, 83, 84, 85, 86, 87, 88, 89, 90, 91]. The amino acids at these positions are: WRCVVYPGNGFVSASIFGFQ. (8) Given the antigen sequence: MARAIYDFFSTPFGNRGLATNRTQLSSLLSSSNSPWQRFLSSMTPLTAPGIVSTPEAPYPGSLMYQESMLHSATVPGVLGSRDAWRTFNVFGLSWTDEGLSGLVAAQDPPPAAPYQPASAQWSDLLNYPRWANRRRELQSKYPLLLRSTLLSAMRAGPVLYVETWPNMISGRLADWFMSQYGNNFVDMCARLTQSCSNMPVEPDGNYDQQMRALISLWLLSYIGVVNQTNTISGFYFSSKTRGQALDSWTLFYTTNTNRVQITQRHFAYVCARSPDWNVDKSWIAAANLTAIVMACRQPPVFANQGVINQAQNRPGFSMNGGTPVHELNLLTTAQECIRQWVMAGLVSAAKGQALTQEANDFSNLIQADLGQIKAQDDALYNQQPGYARKIKPFVNGDWTPGMTAQALAVLATFTA, which amino acid positions are active epitope sites? The epitope positions are: [339, 340, 341, 342, 343, 344, 345, 346, 347, 348, 349]. The amino acids at these positions are: QWVMAGLVSAA. (9) Given the antigen sequence: MSKKPGGPGKSRAVNMLKRGMPRVLSLIGLKRAMLSLIDGKGPIRFVLALLAFFRFTAIAPTRAVLDRWRGVNKQTAMKHLLSFKKELGTLTSAINRRSSKQKKRGGKTGIAVMIGLIASVGAVTLSNFQGKVMMTVNATDVTDVITIPTAAGKNLCIVRAMDVGYMCDDTITYECPVLSAGNDPEDIDCWCTKSAVYVRYGRCTKTRHSRRSRRSLTVQTHGESTLANKKGAWMDSTKATRYLVKTESWILRNPGYALVAAVIGWMLGSNTMQRVVFVVLLLLVAPAYSFNCLGMSNRDFLEGVSGATWVDLVLEGDSCVTIMSKDKPTIDVKMMNMEAANLAEVRSYCYLATVSDLSTKAACPTMGEAHNDKRADPAFVCRQGVVDRGWGNGCGLFGKGSIDTCAKFACSTKAIGRTILKENIKYEVAIFVHGPTTVESHGNYSTQVGATQAGRLSITPAAPSYTLKLGEYGEVTVDCEPRSGIDTNAYYVMTVGTKT..., which amino acid positions are active epitope sites? The epitope positions are: [831, 832, 833, 834, 835, 836, 837, 838, 839, 840, 841, 842, 843, 844, 845, 846]. The amino acids at these positions are: GLAKIIQKAHKEGVCG.